From a dataset of Peptide-MHC class I binding affinity with 185,985 pairs from IEDB/IMGT. Regression. Given a peptide amino acid sequence and an MHC pseudo amino acid sequence, predict their binding affinity value. This is MHC class I binding data. (1) The peptide sequence is AMQDPNPEV. The MHC is HLA-A02:16 with pseudo-sequence HLA-A02:16. The binding affinity (normalized) is 1.00. (2) The peptide sequence is QPSKGWHDW. The MHC is HLA-B53:01 with pseudo-sequence HLA-B53:01. The binding affinity (normalized) is 0.507. (3) The peptide sequence is KTFPPTEPKK. The MHC is HLA-A68:01 with pseudo-sequence HLA-A68:01. The binding affinity (normalized) is 0.559. (4) The peptide sequence is SLYYTVATL. The MHC is HLA-A02:01 with pseudo-sequence HLA-A02:01. The binding affinity (normalized) is 0.144. (5) The peptide sequence is YTAVVPLVS. The binding affinity (normalized) is 0.156. The MHC is HLA-B57:01 with pseudo-sequence HLA-B57:01. (6) The peptide sequence is SIRDGVRAY. The MHC is HLA-B15:02 with pseudo-sequence HLA-B15:02. The binding affinity (normalized) is 0.756.